Dataset: Reaction yield outcomes from USPTO patents with 853,638 reactions. Task: Predict the reaction yield, written as a fraction of the theoretical maximum amount of product (1.0 means a 100% yield; for example, 0.34 means a 34% yield). (1) The reactants are C(=O)([O-])[O-].[K+].[K+].C1(S([N:16]2[C:20]3=[CH:21][N:22]=[CH:23][CH:24]=[C:19]3[C:18]([C:25]3[C:29]([C:30]4[CH:35]=[CH:34][CH:33]=[CH:32][N:31]=4)=[N:28][N:27]4[CH2:36][CH2:37][CH2:38][C:26]=34)=[CH:17]2)(=O)=O)C=CC=CC=1. The catalyst is CO. The product is [N:31]1[CH:32]=[CH:33][CH:34]=[CH:35][C:30]=1[C:29]1[C:25]([C:18]2[C:19]3[C:20](=[CH:21][N:22]=[CH:23][CH:24]=3)[NH:16][CH:17]=2)=[C:26]2[CH2:38][CH2:37][CH2:36][N:27]2[N:28]=1. The yield is 0.640. (2) The reactants are [C@H:1]1([NH:11][C:12]([C@@H:14]2[CH:18]=[C:17]([O:19][S:20]([C:23]([F:26])([F:25])[F:24])(=[O:22])=[O:21])[CH2:16][N:15]2[C:27]([O:29]CC2C=CC=CC=2)=[O:28])=[O:13])[C:10]2[C:5](=[CH:6][CH:7]=[CH:8][CH:9]=2)[CH2:4][CH2:3][CH2:2]1.O=C1CN(C(O[C:46]([CH3:49])([CH3:48])[CH3:47])=O)[C@H](C(=O)N[C@H]2C3C(=CC=CC=3)CCC2)C1. No catalyst specified. The product is [C@H:1]1([NH:11][C:12]([C@@H:14]2[CH:18]=[C:17]([O:19][S:20]([C:23]([F:26])([F:24])[F:25])(=[O:22])=[O:21])[CH2:16][N:15]2[C:27]([O:29][C:46]([CH3:49])([CH3:48])[CH3:47])=[O:28])=[O:13])[C:10]2[C:5](=[CH:6][CH:7]=[CH:8][CH:9]=2)[CH2:4][CH2:3][CH2:2]1. The yield is 0.610. (3) The reactants are [N:1]([C:4]1[CH:5]=[C:6]([CH:33]=[CH:34][C:35]=1[N+:36]([O-])=O)[CH2:7][N:8]1[CH2:13][CH2:12][N:11]([C:14]2[C:22]3[N:21]=[C:20]([C:23]4[CH:28]=[CH:27][C:26]([C:29]([CH3:32])([CH3:31])[CH3:30])=[CH:25][CH:24]=4)[NH:19][C:18]=3[CH:17]=[CH:16][CH:15]=2)[CH2:10][CH2:9]1)=[N+]=[N-].[H][H]. The catalyst is [Pt].CO. The product is [C:29]([C:26]1[CH:25]=[CH:24][C:23]([C:20]2[NH:19][C:18]3[CH:17]=[CH:16][CH:15]=[C:14]([N:11]4[CH2:10][CH2:9][N:8]([CH2:7][C:6]5[CH:5]=[C:4]([NH2:1])[C:35]([NH2:36])=[CH:34][CH:33]=5)[CH2:13][CH2:12]4)[C:22]=3[N:21]=2)=[CH:28][CH:27]=1)([CH3:32])([CH3:30])[CH3:31]. The yield is 1.00. (4) The reactants are [O:1]=[C:2]1[CH2:7][N:6]([C:8]([O:10][CH2:11][C:12]2[CH:17]=[CH:16][CH:15]=[CH:14][CH:13]=2)=[O:9])[C@H:5]([C:18]([O:20][C:21]([CH3:24])([CH3:23])[CH3:22])=[O:19])[CH2:4][CH2:3]1.[BH4-].[Na+].[Cl-].[NH4+]. The catalyst is C(O)C. The product is [OH:1][C@@H:2]1[CH2:7][N:6]([C:8]([O:10][CH2:11][C:12]2[CH:17]=[CH:16][CH:15]=[CH:14][CH:13]=2)=[O:9])[C@H:5]([C:18]([O:20][C:21]([CH3:24])([CH3:23])[CH3:22])=[O:19])[CH2:4][CH2:3]1. The yield is 0.910. (5) The reactants are [CH2:1]([N:8]1[C@@H:13]2[C@@H:14]([OH:16])[CH2:15][C@@:9]1([C:33]1[CH:38]=[CH:37][CH:36]=[CH:35][CH:34]=1)[C@H:10]([O:17][CH2:18][C:19]1[CH:24]=[C:23]([C:25]([F:28])([F:27])[F:26])[CH:22]=[C:21]([C:29]([F:32])([F:31])[F:30])[CH:20]=1)[CH2:11][CH2:12]2)[C:2]1[CH:7]=[CH:6][CH:5]=[CH:4][CH:3]=1.[CH3:39]I.[H-].[Na+]. The catalyst is C1COCC1. The product is [CH2:1]([N:8]1[C@@H:13]2[C@@H:14]([O:16][CH3:39])[CH2:15][C@@:9]1([C:33]1[CH:38]=[CH:37][CH:36]=[CH:35][CH:34]=1)[C@H:10]([O:17][CH2:18][C:19]1[CH:24]=[C:23]([C:25]([F:27])([F:28])[F:26])[CH:22]=[C:21]([C:29]([F:30])([F:31])[F:32])[CH:20]=1)[CH2:11][CH2:12]2)[C:2]1[CH:7]=[CH:6][CH:5]=[CH:4][CH:3]=1. The yield is 0.750. (6) The reactants are [NH2:1][CH2:2][CH:3]1[CH2:7][C:6]2[CH:8]=[C:9]([C:13]3[S:17][C:16]([C:18](=[O:20])[CH3:19])=[CH:15][CH:14]=3)[CH:10]=[C:11]([Cl:12])[C:5]=2[O:4]1.CC[N:23]=[C:24]=[N:25][CH2:26][CH2:27][CH2:28][N:29](C)C.C1C=CC2N([OH:41])N=NC=2C=1.CCN(C(C)C)[CH:45]([CH3:47])[CH3:46]. The catalyst is CN(C=O)C.C(Cl)Cl. The product is [C:18]([C:16]1[S:17][C:13]([C:9]2[CH:10]=[C:11]([Cl:12])[C:5]3[O:4][CH:3]([CH2:2][NH:1][C:46](=[O:41])/[CH:45]=[CH:47]/[C:27]4[CH:28]=[N:29][C:24]([NH2:23])=[N:25][CH:26]=4)[CH2:7][C:6]=3[CH:8]=2)=[CH:14][CH:15]=1)(=[O:20])[CH3:19]. The yield is 0.150. (7) The reactants are [C:1]([C:3]1[C:4]([CH3:16])=[CH:5][C:6]([CH:13]2[CH2:15][CH2:14]2)=[C:7]([CH:12]=1)[C:8]([O:10][CH3:11])=[O:9])#[N:2].P(OCC)(OCC)([S-])=[S:18]. The catalyst is O1CCCC1.O. The product is [C:1]([C:3]1[C:4]([CH3:16])=[CH:5][C:6]([CH:13]2[CH2:15][CH2:14]2)=[C:7]([CH:12]=1)[C:8]([O:10][CH3:11])=[O:9])(=[S:18])[NH2:2]. The yield is 0.390. (8) The reactants are [NH2:1][C:2]1[CH:3]=[N:4][CH:5]=[C:6]([Br:8])[CH:7]=1.[CH3:9][N:10]([CH3:14])[C:11](Cl)=[O:12]. The catalyst is N1C=CC=CC=1. The product is [Br:8][C:6]1[CH:7]=[C:2]([NH:1][C:11](=[O:12])[N:10]([CH3:14])[CH3:9])[CH:3]=[N:4][CH:5]=1. The yield is 0.880.